From a dataset of Forward reaction prediction with 1.9M reactions from USPTO patents (1976-2016). Predict the product of the given reaction. (1) Given the reactants C[O:2][C:3](=[O:26])[CH:4]([C:11]1[CH:16]=[CH:15][C:14]([C:17]#[C:18][C:19]2([OH:25])[CH2:24][CH2:23][CH2:22][CH2:21][CH2:20]2)=[CH:13][CH:12]=1)[CH2:5][CH:6]1[CH2:10][CH2:9][CH2:8][CH2:7]1.[OH-].[Li+], predict the reaction product. The product is: [CH:6]1([CH2:5][CH:4]([C:11]2[CH:16]=[CH:15][C:14]([C:17]#[C:18][C:19]3([OH:25])[CH2:20][CH2:21][CH2:22][CH2:23][CH2:24]3)=[CH:13][CH:12]=2)[C:3]([OH:26])=[O:2])[CH2:7][CH2:8][CH2:9][CH2:10]1. (2) Given the reactants [CH3:1][O:2][C:3]([C:5]1[C:17]2[C:16]3[C:11](=[CH:12][CH:13]=[CH:14][CH:15]=3)[N:10]([C:18]3[CH:23]=[CH:22][C:21]([C:24]#[N:25])=[C:20](Br)[CH:19]=3)[C:9]=2[CH:8]=[CH:7][CH:6]=1)=[O:4].[C:27]([NH2:30])(=[O:29])[CH3:28].CN[C@@H]1CCCC[C@H]1NC.C(=O)([O-])[O-].[K+].[K+], predict the reaction product. The product is: [CH3:1][O:2][C:3]([C:5]1[C:17]2[C:16]3[C:11](=[CH:12][CH:13]=[CH:14][CH:15]=3)[N:10]([C:18]3[CH:23]=[CH:22][C:21]([C:24]#[N:25])=[C:20]([NH:30][C:27](=[O:29])[CH3:28])[CH:19]=3)[C:9]=2[CH:8]=[CH:7][CH:6]=1)=[O:4].